From a dataset of TCR-epitope binding with 47,182 pairs between 192 epitopes and 23,139 TCRs. Binary Classification. Given a T-cell receptor sequence (or CDR3 region) and an epitope sequence, predict whether binding occurs between them. The epitope is IYSKHTPINL. The TCR CDR3 sequence is CAISGTYEQYF. Result: 0 (the TCR does not bind to the epitope).